This data is from Reaction yield outcomes from USPTO patents with 853,638 reactions. The task is: Predict the reaction yield, written as a fraction of the theoretical maximum amount of product (1.0 means a 100% yield; for example, 0.34 means a 34% yield). (1) The reactants are [F:1][C:2]([F:32])([F:31])[O:3][C:4]1[CH:5]=[C:6]([CH:28]=[CH:29][CH:30]=1)[CH2:7][NH:8][C:9]([C:11]1[N:12]=[N:13][N:14]([CH2:16][CH2:17][CH2:18][CH2:19][N:20]2[CH:24]=[C:23]([C:25]([OH:27])=O)[N:22]=[N:21]2)[CH:15]=1)=[O:10].Cl.Cl.[F:35][C:36]([F:46])([F:45])[C:37]1[CH:38]=[C:39]([CH2:43][NH2:44])[CH:40]=[N:41][CH:42]=1.CN(C(ON1N=NC2C=CC=NC1=2)=[N+](C)C)C.F[P-](F)(F)(F)(F)F.CCN(C(C)C)C(C)C. The catalyst is CN(C=O)C. The product is [F:32][C:2]([F:1])([F:31])[O:3][C:4]1[CH:5]=[C:6]([CH:28]=[CH:29][CH:30]=1)[CH2:7][NH:8][C:9]([C:11]1[N:12]=[N:13][N:14]([CH2:16][CH2:17][CH2:18][CH2:19][N:20]2[CH:24]=[C:23]([C:25](=[O:27])[NH:44][CH2:43][C:39]3[CH:40]=[N:41][CH:42]=[C:37]([C:36]([F:46])([F:35])[F:45])[CH:38]=3)[N:22]=[N:21]2)[CH:15]=1)=[O:10]. The yield is 0.690. (2) The reactants are [CH:1]([C:4]1[CH:9]=[CH:8][C:7]([C:10]2[S:11][CH:12]=[C:13]([CH2:15][C:16]([OH:18])=[O:17])[N:14]=2)=[CH:6][CH:5]=1)([CH3:3])[CH3:2].O.[C:20]1(C)C=CC(S(O)(=O)=O)=CC=1. The catalyst is CO.C(OC)(OC)OC. The product is [CH3:20][O:17][C:16](=[O:18])[CH2:15][C:13]1[N:14]=[C:10]([C:7]2[CH:6]=[CH:5][C:4]([CH:1]([CH3:3])[CH3:2])=[CH:9][CH:8]=2)[S:11][CH:12]=1. The yield is 0.880. (3) The reactants are [Br:1][C:2]1[CH:11]=[C:10]2[C:5]([NH:6][C@@H:7]([CH3:21])[CH2:8][N:9]2[C:12]([C:14]2[CH:19]=[CH:18][CH:17]=[CH:16][C:15]=2F)=S)=[CH:4][CH:3]=1.[NH2:22][OH:23].C(=O)([O-])[O-].[K+].[K+]. The product is [Br:1][C:2]1[CH:11]=[C:10]2[C:5]([NH:6][C@@H:7]([CH3:21])[CH2:8][N:9]2[C:12]2[C:14]3[CH:19]=[CH:18][CH:17]=[CH:16][C:15]=3[O:23][N:22]=2)=[CH:4][CH:3]=1. The catalyst is CS(C)=O.O. The yield is 0.510. (4) The reactants are O1CCCCC1[O:7][CH2:8][CH2:9][O:10][C:11]1[CH:16]=[CH:15][C:14]([N:17]2[C:21]3[CH:22]=[CH:23][C:24]([C:26]4[CH:36]=[CH:35][C:29]([C:30]([O:32]CC)=[O:31])=[CH:28][CH:27]=4)=[CH:25][C:20]=3[N:19]=[CH:18]2)=[CH:13][CH:12]=1.FC(F)(F)S(OC1C=CC2N(C3C=CC(OCCOC4CCCCO4)=CC=3)C=NC=2C=1)(=O)=O.[OH-].[Na+]. The catalyst is C(O)C. The product is [OH:7][CH2:8][CH2:9][O:10][C:11]1[CH:12]=[CH:13][C:14]([N:17]2[C:21]3[CH:22]=[CH:23][C:24]([C:26]4[CH:27]=[CH:28][C:29]([C:30]([OH:32])=[O:31])=[CH:35][CH:36]=4)=[CH:25][C:20]=3[N:19]=[CH:18]2)=[CH:15][CH:16]=1. The yield is 0.170. (5) The reactants are [NH:1]1[CH2:11][CH2:10][CH2:9][CH:3]([C:4]([O:6][CH2:7][CH3:8])=[O:5])[CH2:2]1.[CH3:12][C:13]([O:16][C:17](O[C:17]([O:16][C:13]([CH3:15])([CH3:14])[CH3:12])=[O:18])=[O:18])([CH3:15])[CH3:14].C(N(CC)CC)C.ClCCl. The catalyst is CCOC(C)=O. The product is [N:1]1([C:17]([O:16][C:13]([CH3:15])([CH3:14])[CH3:12])=[O:18])[CH2:11][CH2:10][CH2:9][CH:3]([C:4]([O:6][CH2:7][CH3:8])=[O:5])[CH2:2]1. The yield is 1.00. (6) The reactants are [NH:1]1[CH2:5][CH2:4][CH:3]([CH2:6][N:7]2[C:15]3[C:10](=[CH:11][CH:12]=[CH:13][CH:14]=3)[C:9]3([CH2:19][O:18][C:17]4[CH:20]=[C:21]5[C:25](=[CH:26][C:16]3=4)[CH2:24][CH2:23][O:22]5)[C:8]2=[O:27])[CH2:2]1.C(N(CC)CC)C.[CH:35]([N:38]=[C:39]=[O:40])([CH3:37])[CH3:36]. The catalyst is ClCCl.C(=O)(O)[O-].[Na+]. The product is [CH3:36][CH:35]([NH:38][C:39]([N:1]1[CH2:5][CH2:4][CH:3]([CH2:6][N:7]2[C:15]3[C:10](=[CH:11][CH:12]=[CH:13][CH:14]=3)[C:9]3([CH2:19][O:18][C:17]4[CH:20]=[C:21]5[C:25](=[CH:26][C:16]3=4)[CH2:24][CH2:23][O:22]5)[C:8]2=[O:27])[CH2:2]1)=[O:40])[CH3:37]. The yield is 0.810.